This data is from hERG potassium channel inhibition data for cardiac toxicity prediction from Karim et al.. The task is: Regression/Classification. Given a drug SMILES string, predict its toxicity properties. Task type varies by dataset: regression for continuous values (e.g., LD50, hERG inhibition percentage) or binary classification for toxic/non-toxic outcomes (e.g., AMES mutagenicity, cardiotoxicity, hepatotoxicity). Dataset: herg_karim. (1) The result is 1 (blocker). The molecule is O=C(c1ccc(Cl)c(Cl)c1)C1CCN(CCc2ccccc2)CC1. (2) The drug is Fc1ccc2c(C3CNCC[C@H]3F)c(-c3ccccc3)[nH]c2c1. The result is 1 (blocker). (3) The molecule is CCOc1nn(C2CCN(C(C)=O)CC2)cc1Nc1ncc(Cl)c(-c2cnn3ccccc23)n1. The result is 1 (blocker). (4) The drug is Cc1noc(C(=Cc2cccc(-n3cc(C(=O)Nc4c(Cl)cncc4Cl)c(=O)c4cccnc43)c2)c2ccc(S(C)(=O)=O)cc2)n1. The result is 1 (blocker). (5) The drug is Cc1nsc(-c2nnc3n2CCN(C(=O)c2ccc(F)c(F)c2F)[C@@H]3C)n1. The result is 0 (non-blocker).